Dataset: Catalyst prediction with 721,799 reactions and 888 catalyst types from USPTO. Task: Predict which catalyst facilitates the given reaction. (1) Reactant: [NH2:1][C@@H:2]([CH3:13])[CH2:3][C:4]1[CH:5]=[C:6]([CH:9]=[CH:10][C:11]=1[Cl:12])[C:7]#[N:8].F[C:15]1[N:20]=[C:19]([N:21]([CH3:34])[C:22]2[CH:27]=[CH:26][N:25]=[C:24]([C:28]3[CH:33]=[CH:32][CH:31]=[CH:30][CH:29]=3)[N:23]=2)[CH:18]=[CH:17][N:16]=1.CCN(C(C)C)C(C)C. Product: [Cl:12][C:11]1[CH:10]=[CH:9][C:6]([C:7]#[N:8])=[CH:5][C:4]=1[CH2:3][C@@H:2]([NH:1][C:15]1[N:20]=[C:19]([N:21]([CH3:34])[C:22]2[CH:27]=[CH:26][N:25]=[C:24]([C:28]3[CH:33]=[CH:32][CH:31]=[CH:30][CH:29]=3)[N:23]=2)[CH:18]=[CH:17][N:16]=1)[CH3:13]. The catalyst class is: 12. (2) Reactant: [H-].[Na+].[CH3:3][OH:4].Cl[C:6]1[C:11]([C:12]([OH:14])=[O:13])=[C:10]([CH3:15])[CH:9]=[C:8]([Cl:16])[N:7]=1.Cl. Product: [Cl:16][C:8]1[N:7]=[C:6]([O:4][CH3:3])[C:11]([C:12]([OH:14])=[O:13])=[C:10]([CH3:15])[CH:9]=1. The catalyst class is: 1.